Dataset: Full USPTO retrosynthesis dataset with 1.9M reactions from patents (1976-2016). Task: Predict the reactants needed to synthesize the given product. (1) Given the product [CH3:1][C@H:2]1[O:7][C@@H:6]([CH3:8])[CH2:5][N:4]([C:9]2[C:16]([F:17])=[CH:15][C:14]([C:18]#[C:19][C:21]3[S:22][CH:23]=[N:24][N:25]=3)=[CH:13][C:10]=2[CH:11]=[O:12])[CH2:3]1, predict the reactants needed to synthesize it. The reactants are: [CH3:1][C@@H:2]1[O:7][C@H:6]([CH3:8])[CH2:5][N:4]([C:9]2[C:16]([F:17])=[CH:15][C:14]([C:18]#[CH:19])=[CH:13][C:10]=2[CH:11]=[O:12])[CH2:3]1.Br[C:21]1[S:22][CH:23]=[N:24][N:25]=1. (2) Given the product [C:7]([NH:6][C:4](=[O:5])[C:3]1[CH:11]=[CH:12][CH:13]=[C:14]([N+:15]([O-:17])=[O:16])[C:2]=1[NH:21][CH:18]1[CH2:20][CH2:19]1)([CH3:10])([CH3:9])[CH3:8], predict the reactants needed to synthesize it. The reactants are: Br[C:2]1[C:14]([N+:15]([O-:17])=[O:16])=[CH:13][CH:12]=[CH:11][C:3]=1[C:4]([NH:6][C:7]([CH3:10])([CH3:9])[CH3:8])=[O:5].[CH:18]1([NH2:21])[CH2:20][CH2:19]1.